Task: Predict the reactants needed to synthesize the given product.. Dataset: Full USPTO retrosynthesis dataset with 1.9M reactions from patents (1976-2016) Given the product [Cl:23][C:24]1[CH:30]=[CH:29][C:27]([NH:28][C:2]2[C:7]([C:8]#[N:9])=[CH:6][N:5]=[C:4]3[C:10]4[CH:16]=[CH:15][CH:14]=[CH:13][C:11]=4[S:12][C:3]=23)=[C:26]([F:31])[CH:25]=1, predict the reactants needed to synthesize it. The reactants are: Cl[C:2]1[C:7]([C:8]#[N:9])=[CH:6][N:5]=[C:4]2[C:10]3[CH:16]=[CH:15][CH:14]=[CH:13][C:11]=3[S:12][C:3]=12.C(OCCO)C.[Cl:23][C:24]1[CH:30]=[CH:29][C:27]([NH2:28])=[C:26]([F:31])[CH:25]=1.Cl.N1C=CC=CC=1.